Task: Predict which catalyst facilitates the given reaction.. Dataset: Catalyst prediction with 721,799 reactions and 888 catalyst types from USPTO (1) Product: [CH2:39]([O:38][C:37]([C:36]12[CH2:5][CH:9]1[CH2:8][N:7]([S:10]([C:13]1[CH:18]=[CH:17][C:16]([CH3:19])=[CH:15][CH:14]=1)(=[O:12])=[O:11])[CH:6]2[C:20]1[CH:21]=[CH:22][CH:23]=[CH:24][CH:25]=1)=[O:29])[CH3:35]. The catalyst class is: 16. Reactant: COC([C:5]1[CH:6]([C:20]2[CH:25]=[CH:24][CH:23]=[CH:22][CH:21]=2)[N:7]([S:10]([C:13]2[CH:18]=[CH:17][C:16]([CH3:19])=[CH:15][CH:14]=2)(=[O:12])=[O:11])[CH2:8][CH:9]=1)=O.[I-].C[S+](C)(C)=[O:29].[H-].[Na+].O.[CH2:35]1[CH2:39][O:38][CH2:37][CH2:36]1. (2) Product: [Br:1][C:2]1[CH:7]=[CH:6][CH:5]=[C:4]([O:8][CH2:16][CH2:17][CH2:18][O:19][CH3:20])[CH:3]=1. The catalyst class is: 9. Reactant: [Br:1][C:2]1[CH:3]=[C:4]([OH:8])[CH:5]=[CH:6][CH:7]=1.C(=O)([O-])[O-].[K+].[K+].Cl[CH2:16][CH2:17][CH2:18][O:19][CH3:20]. (3) Reactant: [Cl:1][C:2]1[C:7]([OH:8])=[N:6][C:5]2[N:9]([CH:12]([CH3:14])[CH3:13])[N:10]=[CH:11][C:4]=2[C:3]=1[C:15]([O:17][CH2:18][CH3:19])=[O:16].N1C=CC=CC=1.[S:26](O[S:26]([C:29]([F:32])([F:31])[F:30])(=[O:28])=[O:27])([C:29]([F:32])([F:31])[F:30])(=[O:28])=[O:27].O. Product: [Cl:1][C:2]1[C:7]([O:8][S:26]([C:29]([F:32])([F:31])[F:30])(=[O:28])=[O:27])=[N:6][C:5]2[N:9]([CH:12]([CH3:14])[CH3:13])[N:10]=[CH:11][C:4]=2[C:3]=1[C:15]([O:17][CH2:18][CH3:19])=[O:16]. The catalyst class is: 2. (4) Reactant: [C:1]([O:14][CH2:15][C:16]1[CH:21]=[CH:20][CH:19]=[CH:18][CH:17]=1)(=[O:13])[CH2:2][C:3]([O:5][CH2:6][C:7]1[CH:12]=[CH:11][CH:10]=[CH:9][CH:8]=1)=[O:4].[H-].[Na+].Br[CH2:25][CH2:26][CH2:27][N:28]1[C:32](=[O:33])[C:31]2=[CH:34][CH:35]=[CH:36][CH:37]=[C:30]2[C:29]1=[O:38]. Product: [CH2:6]([O:5][C:3](=[O:4])[CH:2]([CH2:25][CH2:26][CH2:27][N:28]1[C:32](=[O:33])[C:31]2=[CH:34][CH:35]=[CH:36][CH:37]=[C:30]2[C:29]1=[O:38])[C:1]([O:14][CH2:15][C:16]1[CH:17]=[CH:18][CH:19]=[CH:20][CH:21]=1)=[O:13])[C:7]1[CH:12]=[CH:11][CH:10]=[CH:9][CH:8]=1. The catalyst class is: 1. (5) Reactant: [C:1]([CH:5]1[CH2:12][CH2:11][CH2:10][C:9](=[CH:13][CH2:14][OH:15])[CH:8]([O:16][SiH:17]([CH3:19])[CH3:18])[CH2:7][CH2:6]1)([CH3:4])([CH3:3])[CH3:2]. Product: [C:1]([CH:5]1[CH2:12][CH2:11][CH2:10][C:9](=[CH:13][CH:14]=[O:15])[CH:8]([O:16][SiH:17]([CH3:19])[CH3:18])[CH2:7][CH2:6]1)([CH3:4])([CH3:2])[CH3:3]. The catalyst class is: 327. (6) Reactant: [CH2:1]([S:3][C:4]1[CH:9]=[CH:8][C:7](Br)=[C:6]([CH3:11])[CH:5]=1)[CH3:2].[CH3:12][C:13]1([CH3:20])[C:17]([CH3:19])([CH3:18])[O:16][BH:15][O:14]1.C(N(CC)CC)C.C(Cl)Cl. Product: [CH2:1]([S:3][C:4]1[CH:9]=[CH:8][C:7]([B:15]2[O:16][C:17]([CH3:19])([CH3:18])[C:13]([CH3:20])([CH3:12])[O:14]2)=[C:6]([CH3:11])[CH:5]=1)[CH3:2]. The catalyst class is: 75.